This data is from Forward reaction prediction with 1.9M reactions from USPTO patents (1976-2016). The task is: Predict the product of the given reaction. (1) Given the reactants [Cl:1][C:2]1[C:7]([N:8]2[CH:12]=[CH:11][C:10]([NH2:13])=[N:9]2)=[CH:6][CH:5]=[CH:4]N=1.[Cl:14][C:15]1[CH:23]=[CH:22][CH:21]=[CH:20][C:16]=1[C:17](Cl)=[O:18].[CH2:24](N(CC)CC)C, predict the reaction product. The product is: [Cl:14][C:15]1[CH:23]=[CH:22][CH:21]=[CH:20][C:16]=1[C:17]([NH:13][C:10]1[CH:11]=[CH:12][N:8]([C:7]2[CH:6]=[CH:5][CH:4]=[CH:24][C:2]=2[Cl:1])[N:9]=1)=[O:18]. (2) Given the reactants N#N.[CH:3]([C:5]([CH3:7])=[O:6])=[CH2:4].[N+:8]([CH3:11])([O-:10])=[O:9], predict the reaction product. The product is: [N+:8]([CH2:11][CH2:4][CH2:3][C:5](=[O:6])[CH3:7])([O-:10])=[O:9]. (3) Given the reactants [ClH:1].C(OCC)C.[CH3:7][C:8]1[CH:13]=[C:12]([C:14]2[CH:15]=[CH:16][C:17]3[N:23]4[CH2:24][C@H:20]([CH2:21][CH2:22]4)[N:19]([C:25]([NH:27][CH2:28][CH2:29][C:30]4[CH:31]=[N:32][CH:33]=[CH:34][CH:35]=4)=[O:26])[C:18]=3[N:36]=2)[CH:11]=[CH:10][N:9]=1, predict the reaction product. The product is: [ClH:1].[CH3:7][C:8]1[CH:13]=[C:12]([C:14]2[CH:15]=[CH:16][C:17]3[N:23]4[CH2:24][C@H:20]([CH2:21][CH2:22]4)[N:19]([C:25]([NH:27][CH2:28][CH2:29][C:30]4[CH:31]=[N:32][CH:33]=[CH:34][CH:35]=4)=[O:26])[C:18]=3[N:36]=2)[CH:11]=[CH:10][N:9]=1. (4) Given the reactants [C:1]([N:3]=[S:4]([C:6]1[CH:23]=[CH:22][C:9]([CH2:10][N:11]2[C:19](=[O:20])[C:18]3[C:13](=[CH:14][CH:15]=[CH:16][CH:17]=3)[C:12]2=[O:21])=[CH:8][CH:7]=1)[CH3:5])#[N:2].C(=O)([O-])[O-:25].[K+].[K+].ClC1C=C(C=CC=1)C(OO)=O.[O-]S([O-])(=S)=O.[Na+].[Na+], predict the reaction product. The product is: [C:1]([N:3]=[S:4]([C:6]1[CH:23]=[CH:22][C:9]([CH2:10][N:11]2[C:19](=[O:20])[C:18]3[C:13](=[CH:14][CH:15]=[CH:16][CH:17]=3)[C:12]2=[O:21])=[CH:8][CH:7]=1)([CH3:5])=[O:25])#[N:2]. (5) Given the reactants Br.Br[CH2:3][C:4]([C:6]1[CH:11]=[CH:10][N:9]=[CH:8][CH:7]=1)=O.[Cl:12][C:13]1[CH:14]=[C:15]([NH:20][C:21]([NH2:23])=[S:22])[CH:16]=[CH:17][C:18]=1[Cl:19].N, predict the reaction product. The product is: [Cl:12][C:13]1[CH:14]=[C:15]([NH:20][C:21]2[S:22][CH:3]=[C:4]([C:6]3[CH:11]=[CH:10][N:9]=[CH:8][CH:7]=3)[N:23]=2)[CH:16]=[CH:17][C:18]=1[Cl:19]. (6) Given the reactants [F:1][C:2]1[CH:3]=[C:4]([C:9]2[CH:17]=[CH:16][C:12]([C:13]([OH:15])=O)=[CH:11][N:10]=2)[CH:5]=[C:6]([F:8])[CH:7]=1.[O:18]1[C:27]2[C:22](=[CH:23][CH:24]=[CH:25][CH:26]=2)[CH2:21][CH:20]([CH2:28][NH2:29])[CH2:19]1.CN(C(ON1N=NC2C=CC=NC1=2)=[N+](C)C)C.F[P-](F)(F)(F)(F)F.C(NC(C)C)(C)C, predict the reaction product. The product is: [F:8][C:6]1[CH:5]=[C:4]([C:9]2[CH:17]=[CH:16][C:12]([C:13]([NH:29][CH2:28][CH:20]3[CH2:21][C:22]4[C:27](=[CH:26][CH:25]=[CH:24][CH:23]=4)[O:18][CH2:19]3)=[O:15])=[CH:11][N:10]=2)[CH:3]=[C:2]([F:1])[CH:7]=1. (7) Given the reactants C(NC(C)C)(C)C.[Li+].CCC[CH2-].[C:13]([O:17][C:18](=[O:27])[N:19]([CH2:25][CH3:26])[C:20]1[S:21][CH:22]=[CH:23][N:24]=1)([CH3:16])([CH3:15])[CH3:14].[CH2:28]([Sn:32](Cl)([CH2:37][CH2:38][CH2:39][CH3:40])[CH2:33][CH2:34][CH2:35][CH3:36])[CH2:29][CH2:30][CH3:31].[Cl-].[NH4+], predict the reaction product. The product is: [C:13]([O:17][C:18](=[O:27])[N:19]([CH2:25][CH3:26])[C:20]1[S:21][C:22]([Sn:32]([CH2:33][CH2:34][CH2:35][CH3:36])([CH2:37][CH2:38][CH2:39][CH3:40])[CH2:28][CH2:29][CH2:30][CH3:31])=[CH:23][N:24]=1)([CH3:16])([CH3:15])[CH3:14].